This data is from Full USPTO retrosynthesis dataset with 1.9M reactions from patents (1976-2016). The task is: Predict the reactants needed to synthesize the given product. (1) Given the product [Si:23]([O:30][CH2:31][C@@H:32]([N:35]([CH2:43][C:44]([N:46]([O:48][CH3:49])[CH3:47])=[O:45])[C:36](=[O:42])[O:37][C:38]([CH3:39])([CH3:40])[CH3:41])[C:33]([CH3:2])=[CH2:34])([C:26]([CH3:27])([CH3:28])[CH3:29])([CH3:24])[CH3:25], predict the reactants needed to synthesize it. The reactants are: [Si](OC[C@@H](N)C(C)=C)(C(C)(C)C)(C)[CH3:2].BrCC(N(OC)C)=O.[Si:23]([O:30][CH2:31][C@@H:32]([N:35]([CH2:43][C:44]([N:46]([O:48][CH3:49])[CH3:47])=[O:45])[C:36](=[O:42])[O:37][C:38]([CH3:41])([CH3:40])[CH3:39])[CH:33]=[CH2:34])([C:26]([CH3:29])([CH3:28])[CH3:27])([CH3:25])[CH3:24]. (2) Given the product [N+:8]([C:5]1[CH:6]=[CH:7][C:2]([N:11]2[CH2:16][CH2:15][CH2:14][CH:13]([OH:17])[CH2:12]2)=[CH:3][CH:4]=1)([O-:10])=[O:9], predict the reactants needed to synthesize it. The reactants are: F[C:2]1[CH:7]=[CH:6][C:5]([N+:8]([O-:10])=[O:9])=[CH:4][CH:3]=1.[NH:11]1[CH2:16][CH2:15][CH2:14][CH:13]([OH:17])[CH2:12]1. (3) Given the product [OH:9][C:10]1[C:22]([C:23]([F:26])([F:25])[F:24])=[CH:21][CH:20]=[C:19]([CH2:27][O:28][C:29]2[CH:34]=[CH:33][C:32]([NH:35][CH3:36])=[CH:31][CH:30]=2)[C:11]=1[C:12]([O:14][C:15]([CH3:18])([CH3:17])[CH3:16])=[O:13], predict the reactants needed to synthesize it. The reactants are: N1CCCC1.C([O:9][C:10]1[C:22]([C:23]([F:26])([F:25])[F:24])=[CH:21][CH:20]=[C:19]([CH2:27][O:28][C:29]2[CH:34]=[CH:33][C:32]([N:35](C(OCC=C)=O)[CH3:36])=[CH:31][CH:30]=2)[C:11]=1[C:12]([O:14][C:15]([CH3:18])([CH3:17])[CH3:16])=[O:13])C=C. (4) Given the product [CH2:1]([O:3][C:4]([C:6]1[O:14][C:13]2[CH:12]=[CH:11][N:10]=[CH:9][C:8]=2[C:7]=1[NH:32][C:25]1[CH:26]=[CH:27][C:28]([S:30][CH3:31])=[CH:29][C:24]=1[F:23])=[O:5])[CH3:2], predict the reactants needed to synthesize it. The reactants are: [CH2:1]([O:3][C:4]([C:6]1[O:14][C:13]2[CH:12]=[CH:11][N:10]=[CH:9][C:8]=2[C:7]=1OS(C(F)(F)F)(=O)=O)=[O:5])[CH3:2].[F:23][C:24]1[CH:29]=[C:28]([S:30][CH3:31])[CH:27]=[CH:26][C:25]=1[NH2:32].CC1(C)C2C(=C(P(C3C=CC=CC=3)C3C=CC=CC=3)C=CC=2)OC2C(P(C3C=CC=CC=3)C3C=CC=CC=3)=CC=CC1=2.[O-]P([O-])([O-])=O.[K+].[K+].[K+]. (5) The reactants are: [Br:1][CH2:2][C:3]([CH3:8])([CH3:7])[C:4](O)=[O:5].C(Cl)(=O)C(Cl)=O.[F:15][C:16]1[CH:21]=[CH:20][C:19]([N:22]2[CH2:27][CH2:26][NH:25][CH2:24][CH2:23]2)=[CH:18][CH:17]=1.CCN(C(C)C)C(C)C. Given the product [Br:1][CH:24]1[NH:25][CH2:26][CH2:27][N:22]([C:19]2[CH:18]=[CH:17][C:16]([F:15])=[CH:21][CH:20]=2)[CH2:23]1.[CH3:2][C:3]([CH3:8])([CH3:7])[CH:4]=[O:5], predict the reactants needed to synthesize it.